From a dataset of Reaction yield outcomes from USPTO patents with 853,638 reactions. Predict the reaction yield, written as a fraction of the theoretical maximum amount of product (1.0 means a 100% yield; for example, 0.34 means a 34% yield). The reactants are [CH3:1][C:2]1([CH:5]=O)[CH2:4][CH2:3]1.[NH2:7][C@@H:8]([C:11]1[CH:16]=[CH:15][CH:14]=[CH:13][CH:12]=1)[CH2:9][OH:10].[O-]S([O-])(=O)=O.[Mg+2].C[Si](C)(C)[C:25]#[N:26]. The catalyst is C(Cl)(Cl)Cl. The product is [OH:10][CH2:9][C@@H:8]([NH:7][C@H:5]([C:2]1([CH3:1])[CH2:3][CH2:4]1)[C:25]#[N:26])[C:11]1[CH:16]=[CH:15][CH:14]=[CH:13][CH:12]=1. The yield is 0.220.